This data is from Reaction yield outcomes from USPTO patents with 853,638 reactions. The task is: Predict the reaction yield, written as a fraction of the theoretical maximum amount of product (1.0 means a 100% yield; for example, 0.34 means a 34% yield). (1) The reactants are [F:1][C:2]1[CH:7]=[C:6]([N+:8]([O-])=O)[CH:5]=[CH:4][C:3]=1[N:11]1[CH:15]=[CH:14][CH:13]=[N:12]1.[Sn](Cl)Cl.[OH-].[Na+]. The catalyst is Cl. The product is [F:1][C:2]1[CH:7]=[C:6]([NH2:8])[CH:5]=[CH:4][C:3]=1[N:11]1[CH:15]=[CH:14][CH:13]=[N:12]1. The yield is 0.810. (2) The reactants are [O:1]1[CH:5]=[CH:4][CH:3]=[C:2]1[C:6]1[CH2:7][C:8]([C:11]([OH:13])=O)=[N:9][N:10]=1.[NH2:14][CH2:15][CH2:16][N:17]1[CH:21]=[CH:20][C:19]([C:22]2[CH:29]=[CH:28][C:25]([C:26]#[N:27])=[C:24]([Cl:30])[CH:23]=2)=[N:18]1. No catalyst specified. The product is [Cl:30][C:24]1[CH:23]=[C:22]([C:19]2[CH:20]=[CH:21][N:17]([CH2:16][CH2:15][NH:14][C:11]([C:8]3[NH:9][N:10]=[C:6]([C:2]4[O:1][CH:5]=[CH:4][CH:3]=4)[CH:7]=3)=[O:13])[N:18]=2)[CH:29]=[CH:28][C:25]=1[C:26]#[N:27]. The yield is 0.360. (3) The product is [Br:1][C:2]1[CH:6]=[N:5][N:4]([CH:7]([CH3:9])[CH3:8])[C:3]=1[C:10]1[CH:11]=[C:12]([NH:18][C:27]([NH:26][C:23]2[CH:24]=[CH:25][C:20]([Cl:19])=[CH:21][CH:22]=2)=[O:28])[CH:13]=[CH:14][C:15]=1[O:16][CH3:17]. The yield is 0.420. The reactants are [Br:1][C:2]1[CH:6]=[N:5][N:4]([CH:7]([CH3:9])[CH3:8])[C:3]=1[C:10]1[CH:11]=[C:12]([NH2:18])[CH:13]=[CH:14][C:15]=1[O:16][CH3:17].[Cl:19][C:20]1[CH:25]=[CH:24][C:23]([N:26]=[C:27]=[O:28])=[CH:22][CH:21]=1. The catalyst is C(Cl)Cl. (4) The reactants are CN(C(O[N:9]1N=N[C:11]2[CH:12]=CC=C[C:10]1=2)=[N+](C)C)C.F[P-](F)(F)(F)(F)F.C1C=CC2N(O)N=NC=2C=1.[Si:35]([O:42][CH2:43][C:44]1[C:45]([N+:53]([O-:55])=[O:54])=[C:46]([CH:50]=[CH:51][CH:52]=1)[C:47]([OH:49])=O)([C:38]([CH3:41])([CH3:40])[CH3:39])([CH3:37])[CH3:36].C(N(CC)C(C)C)(C)C.C(N)C#C. The product is [Si:35]([O:42][CH2:43][C:44]1[C:45]([N+:53]([O-:55])=[O:54])=[C:46]([CH:50]=[CH:51][CH:52]=1)[C:47]([NH:9][CH2:10][C:11]#[CH:12])=[O:49])([C:38]([CH3:39])([CH3:40])[CH3:41])([CH3:37])[CH3:36]. The catalyst is CN(C=O)C.CCOC(C)=O. The yield is 0.550. (5) The reactants are C(C1C=C(C=CC=1)[C:6]#[N:7])=C.CC[C@H]1[C@H]2C[C@H]([C@H:46]([O:45]C3C4C(=CC=CC=4)C([O:45][C@H:46]([C:57]4C=CN=[C:63]5[C:58]=4[CH:59]=[C:60](OC)[CH:61]=[CH:62]5)[C@@H]4N5C[C@H](CC)[C@@H](CC5)C4)=NN=3)[C:57]3C=CN=[C:63]4[C:58]=3[CH:59]=[C:60](OC)[CH:61]=[CH:62]4)N(CC2)C1.C(=O)([O-])[O-:70].[K+].[K+].CS(N)(=O)=O. The catalyst is O.CC(O)(C)C.S([O-])([O-])=O.[Na+].[Na+].[Os](=O)(=O)(=O)=O.C(OCC)(=O)C. The product is [OH:70][CH:57]([C:58]1[CH:59]=[C:60]([CH:61]=[CH:62][CH:63]=1)[C:6]#[N:7])[CH2:46][OH:45]. The yield is 0.820.